From a dataset of Full USPTO retrosynthesis dataset with 1.9M reactions from patents (1976-2016). Predict the reactants needed to synthesize the given product. (1) Given the product [Cl:8][C:9]1[CH:14]=[C:13]([C:15]([F:18])([F:17])[F:16])[CH:12]=[CH:11][C:10]=1[CH:19]([CH:21]1[CH2:23][CH2:22]1)[C:32]1[C:31]2[C:35](=[C:27]([CH2:26][S:25][CH3:24])[CH:28]=[CH:29][CH:30]=2)[NH:34][CH:33]=1, predict the reactants needed to synthesize it. The reactants are: FC(F)(F)C(O)=O.[Cl:8][C:9]1[CH:14]=[C:13]([C:15]([F:18])([F:17])[F:16])[CH:12]=[CH:11][C:10]=1[CH:19]([CH:21]1[CH2:23][CH2:22]1)O.[CH3:24][S:25][CH2:26][C:27]1[CH:28]=[CH:29][CH:30]=[C:31]2[C:35]=1[NH:34][CH:33]=[CH:32]2. (2) Given the product [OH:60][CH2:59][CH:45]1[CH2:44][O:47][C:2]2([CH2:7][CH2:6][CH:5]([N:8]3[C:13](=[O:14])[C:12]([CH2:15][C:16]4[CH:17]=[CH:18][C:19]([C:22]5[CH:27]=[CH:26][CH:25]=[CH:24][C:23]=5[C:28]5[NH:32][C:31](=[O:33])[O:30][N:29]=5)=[CH:20][CH:21]=4)=[C:11]([CH2:34][CH2:35][CH3:36])[N:10]4[N:37]=[CH:38][N:39]=[C:9]34)[CH2:4][CH2:3]2)[O:1]1, predict the reactants needed to synthesize it. The reactants are: [O:1]=[C:2]1[CH2:7][CH2:6][CH:5]([N:8]2[C:13](=[O:14])[C:12]([CH2:15][C:16]3[CH:21]=[CH:20][C:19]([C:22]4[CH:27]=[CH:26][CH:25]=[CH:24][C:23]=4[C:28]4[NH:32][C:31](=[O:33])[O:30][N:29]=4)=[CH:18][CH:17]=3)=[C:11]([CH2:34][CH2:35][CH3:36])[N:10]3[N:37]=[CH:38][N:39]=[C:9]23)[CH2:4][CH2:3]1.C(O[CH:44]([OH:47])[CH2:45]O)(=O)C.CC1C=CC(S(O)(=O)=O)=CC=1.[C:59](=O)([O-])[OH:60].[Na+]. (3) Given the product [S:9]1[C:8]([C:23]([C@H:20]2[CH2:19][CH2:18][C@H:17]([NH:16][CH2:15][C:38]3[CH:39]=[CH:40][C:34]4[O:33][CH2:32][C:31](=[O:30])[NH:36][C:35]=4[CH:37]=3)[CH2:22][CH2:21]2)=[O:28])=[CH:7][C:5]2[CH:6]=[CH:1][CH:2]=[CH:3][C:4]1=2, predict the reactants needed to synthesize it. The reactants are: [CH:1]1[CH:2]=[CH:3][C:4]2[S:9][CH:8]=[CH:7][C:5]=2[CH:6]=1.C(O[C:15](=O)[NH:16][C@H:17]1[CH2:22][CH2:21][C@H:20]([C:23](=[O:28])N(OC)C)[CH2:19][CH2:18]1)(C)(C)C.[O:30]=[C:31]1[NH:36][C:35]2[CH:37]=[C:38](C=O)[CH:39]=[CH:40][C:34]=2[O:33][CH2:32]1. (4) Given the product [ClH:34].[NH2:24][C:20]1[CH:19]=[C:18]([CH:23]=[CH:22][CH:21]=1)[CH2:17][C:16]1[C:10]2[C:9](=[O:33])[NH:8][CH2:13][CH2:12][C:11]=2[N:14]([CH3:32])[C:15]=1[C:25]1[CH:30]=[CH:29][N:28]=[C:27]([NH2:31])[N:26]=1, predict the reactants needed to synthesize it. The reactants are: C(OC([N:8]1[CH2:13][CH2:12][C:11]2[N:14]([CH3:32])[C:15]([C:25]3[CH:30]=[CH:29][N:28]=[C:27]([NH2:31])[N:26]=3)=[C:16]([CH2:17][C:18]3[CH:23]=[CH:22][CH:21]=[C:20]([NH2:24])[CH:19]=3)[C:10]=2[C:9]1=[O:33])=O)(C)(C)C.[ClH:34]. (5) Given the product [NH2:20][CH2:19][CH2:18][CH2:17][CH2:16][O:15][C:13]1[N:12]=[C:11]([C:28]#[C:29][C:30]([CH3:31])([OH:33])[CH3:32])[C:10]2[N:34]=[C:7]([C:3]3[C:2]([NH2:1])=[N:6][O:5][N:4]=3)[N:8]([CH2:35][CH3:36])[C:9]=2[CH:14]=1, predict the reactants needed to synthesize it. The reactants are: [NH2:1][C:2]1[C:3]([C:7]2[N:8]([CH2:35][CH3:36])[C:9]3[CH:14]=[C:13]([O:15][CH2:16][CH2:17][CH2:18][CH2:19][NH:20]C(=O)OC(C)(C)C)[N:12]=[C:11]([C:28]#[C:29][C:30]([OH:33])([CH3:32])[CH3:31])[C:10]=3[N:34]=2)=[N:4][O:5][N:6]=1.Cl. (6) Given the product [NH2:21][C:15]1[N:14]2[CH2:22][CH2:23][N:24]=[C:13]2[C:12]2[CH:11]=[CH:10][C:9]([O:8][CH2:1][CH2:2][CH2:7][S:29]([N:32]([CH3:34])[CH3:33])(=[O:31])=[O:30])=[C:18]([O:19][CH3:20])[C:17]=2[N:16]=1, predict the reactants needed to synthesize it. The reactants are: [CH2:1]([O:8][C:9]1[CH:10]=[CH:11][C:12]2[C:13]3[N:14]([CH2:22][CH2:23][N:24]=3)[C:15]([NH2:21])=[N:16][C:17]=2[C:18]=1[O:19][CH3:20])[C:2]1[CH:7]=CC=CC=1.ClCCC[S:29]([N:32]([CH3:34])[CH3:33])(=[O:31])=[O:30].